Task: Regression/Classification. Given a drug SMILES string, predict its absorption, distribution, metabolism, or excretion properties. Task type varies by dataset: regression for continuous measurements (e.g., permeability, clearance, half-life) or binary classification for categorical outcomes (e.g., BBB penetration, CYP inhibition). For this dataset (solubility_aqsoldb), we predict Y.. Dataset: Aqueous solubility values for 9,982 compounds from the AqSolDB database (1) The molecule is C=CC(=O)OCCCCCCCCCCCCCC. The Y is -4.43 log mol/L. (2) The Y is -1.07 log mol/L. The molecule is CCOC(=O)N(CC)CC.